This data is from Blood-brain barrier penetration binary classification data from Martins et al.. The task is: Regression/Classification. Given a drug SMILES string, predict its absorption, distribution, metabolism, or excretion properties. Task type varies by dataset: regression for continuous measurements (e.g., permeability, clearance, half-life) or binary classification for categorical outcomes (e.g., BBB penetration, CYP inhibition). Dataset: bbb_martins. The compound is CCC(C)C(N)C1=NC(C(=O)N[C@@H](CC(C)C)C(=O)N[C@H](CCC(=O)O)C(=O)N[C@H](C(=O)NCCCC[C@@H]2NC(=O)[C@H](CC(N)=O)NC(=O)[C@@H](CC(=O)O)NC(=O)[C@H](Cc3cnc[nH]3)NC(=O)[C@@H](Cc3ccccc3)NC(=O)[C@H]([C@@H](C)CC)NC(=O)[C@@H](CCCN)NC2=O)[C@@H](C)CC)CS1. The result is 0 (does not penetrate BBB).